From a dataset of Forward reaction prediction with 1.9M reactions from USPTO patents (1976-2016). Predict the product of the given reaction. (1) The product is: [C:5]1([S:2]([CH2:1][CH:27]([CH3:28])[CH2:26][CH2:25][OH:29])(=[O:4])=[O:3])[CH:10]=[CH:9][CH:8]=[CH:7][CH:6]=1. Given the reactants [CH3:1][S:2]([C:5]1[CH:10]=[CH:9][CH:8]=[CH:7][CH:6]=1)(=[O:4])=[O:3].C([Li])CCC.CN1CCCN(C)C1=O.[C:25](OC)(=[O:29])/[CH:26]=[CH:27]/[CH3:28].[H-].C([Al+]CC(C)C)C(C)C.ClCCl, predict the reaction product. (2) The product is: [C:3]1([CH:2]([Si:10]([Cl:12])([Cl:11])[Cl:9])[CH3:1])[CH:8]=[CH:7][CH:6]=[CH:5][CH:4]=1. Given the reactants [CH2:1]=[CH:2][C:3]1[CH:8]=[CH:7][CH:6]=[CH:5][CH:4]=1.[Cl:9][SiH:10]([Cl:12])[Cl:11], predict the reaction product. (3) Given the reactants [F:1][C:2]([F:12])([F:11])[CH2:3][N:4]1[CH2:9][CH2:8][C:7](=O)[CH2:6][CH2:5]1.[C:13]([O:17][C:18](=[O:23])[NH:19][CH2:20][CH2:21][NH2:22])([CH3:16])([CH3:15])[CH3:14], predict the reaction product. The product is: [C:13]([O:17][C:18](=[O:23])[NH:19][CH2:20][CH2:21][NH:22][CH:7]1[CH2:8][CH2:9][N:4]([CH2:3][C:2]([F:12])([F:11])[F:1])[CH2:5][CH2:6]1)([CH3:16])([CH3:14])[CH3:15]. (4) Given the reactants Br[C:2]1[C:10]2[N:9]3[CH2:11][CH2:12][CH2:13][NH:14][C:15](=[O:16])[C:8]3=[CH:7][C:6]=2[CH:5]=[C:4]([C:17]#[N:18])[CH:3]=1.[F:19][C:20]1[CH:25]=[C:24](B(O)O)[CH:23]=[CH:22][N:21]=1, predict the reaction product. The product is: [F:19][C:20]1[CH:25]=[C:24]([C:2]2[C:10]3[N:9]4[CH2:11][CH2:12][CH2:13][NH:14][C:15](=[O:16])[C:8]4=[CH:7][C:6]=3[CH:5]=[C:4]([C:17]#[N:18])[CH:3]=2)[CH:23]=[CH:22][N:21]=1. (5) The product is: [Br:15][C:16]1[CH:21]=[CH:20][C:19]([C:6]([C:5]2[CH:9]=[CH:10][C:2]([F:1])=[CH:3][CH:4]=2)=[O:7])=[CH:18][CH:17]=1. Given the reactants [F:1][C:2]1[CH:10]=[CH:9][C:5]([C:6](Cl)=[O:7])=[CH:4][CH:3]=1.[Cl-].[Al+3].[Cl-].[Cl-].[Br:15][C:16]1[CH:21]=[CH:20][CH:19]=[CH:18][CH:17]=1, predict the reaction product. (6) Given the reactants [F:1][C:2]1[CH:10]=[CH:9][C:5]([C:6]([OH:8])=O)=[CH:4][C:3]=1[NH:11][CH2:12][C:13]1[S:17][C:16]([NH:18][C:19]2[CH:24]=[CH:23][CH:22]=[CH:21][N:20]=2)=[N:15][CH:14]=1.[CH:25]1([CH2:28][NH2:29])[CH2:27][CH2:26]1.CN([P+](ON1N=NC2C=CC=CC1=2)(N(C)C)N(C)C)C.F[P-](F)(F)(F)(F)F, predict the reaction product. The product is: [CH:25]1([CH2:28][NH:29][C:6](=[O:8])[C:5]2[CH:9]=[CH:10][C:2]([F:1])=[C:3]([NH:11][CH2:12][C:13]3[S:17][C:16]([NH:18][C:19]4[CH:24]=[CH:23][CH:22]=[CH:21][N:20]=4)=[N:15][CH:14]=3)[CH:4]=2)[CH2:27][CH2:26]1.